Dataset: Full USPTO retrosynthesis dataset with 1.9M reactions from patents (1976-2016). Task: Predict the reactants needed to synthesize the given product. Given the product [Br:1][C:2]1[C:3]2[C:7]([CH:8]=[C:9]([CH3:11])[CH:10]=1)=[N:6][N:5]1[C:21]([CH:23]3[CH2:28][CH2:27][N:26]([C:29]([O:31][C:32]([CH3:35])([CH3:34])[CH3:33])=[O:30])[CH2:25][CH2:24]3)=[CH:17][C:16](=[O:15])[NH:12][C:4]=21, predict the reactants needed to synthesize it. The reactants are: [Br:1][C:2]1[CH:10]=[C:9]([CH3:11])[CH:8]=[C:7]2[C:3]=1[C:4]([NH2:12])=[N:5][NH:6]2.CC1(C)OC(=O)[CH:17]([C:21]([CH:23]2[CH2:28][CH2:27][N:26]([C:29]([O:31][C:32]([CH3:35])([CH3:34])[CH3:33])=[O:30])[CH2:25][CH2:24]2)=O)[C:16](=O)[O:15]1.P([O-])([O-])([O-])=O.[K+].[K+].[K+].